Dataset: Experimentally validated miRNA-target interactions with 360,000+ pairs, plus equal number of negative samples. Task: Binary Classification. Given a miRNA mature sequence and a target amino acid sequence, predict their likelihood of interaction. (1) The miRNA is mmu-miR-6997-3p with sequence UCAAACCUUACCCUCCUGUUUCC. The protein sequence of the target gene is MGIFPGIILIFLRVKFATAAVIVSGHQKSSTLSHEMSGLNWKPFVYGGLASIVAEFGTFPVDLTKTRLQVQGQSIDVRFKEIKYRGMFHALFRIYKEEGILALYSGIAPALLRQASYGTIKIGIYQSLKRLFVERLEDETLLINMICGVVSGVISSTIANPTDVLKIRMQAQGSLFQGSMIGSFIDIYQQEGTRGLWRGVVPTAQRAAIVVGVELPVYDITKKHLIVSGMLGDTILTHFVSSFTCGLAGALASNPVDVVRTRMMNQRAIVGHVDLYKGTLDGILKMWKHEGFFALYKGFW.... Result: 0 (no interaction). (2) The miRNA is rno-miR-181d-3p with sequence CCACCGGGGGAUGAAUGUCA. The protein sequence of the target gene is MLQACKMEGFPLVPPPSEDLVPYDTDLYQRQTHEYYPYLSSDGESHSDHYWDFHPHHVHSEFESFAENNFTELQSVQPPQLQQLYRHMELEQMHVLDTPMVPPHPSLGHQVSYLPRMCLQYPSLSPAQPSSDEEEGERQSPPLEVSDGEADGLEPGPGLLPGETGSKKKIRLYQFLLDLLRSGDMKDSIWWVDKDKGTFQFSSKHKEALAHRWGIQKGNRKKMTYQKMARALRNYGKTGEVKKVKKKLTYQFSGEVLGRGGLAERRHPPH. Result: 0 (no interaction). (3) The miRNA is mmu-miR-135a-5p with sequence UAUGGCUUUUUAUUCCUAUGUGA. The protein sequence of the target gene is MTERPPSEAARSDPQLEGRDAAEASMAPPHLVLLNGVAKETSRAAAAEPPVIELGARGGPGGGPAGGGGAARDLKGRDAATAEARHRVPTTELCRPPGPAPAPAPASVTAELPGDGRMVQLSPPALAAPAAPGRALLYSLSQPLASLGSGFFGEPDAFPMFTTNNRVKRRPSPYEMEITDGPHTKVVRRIFTNSRERWRQQNVNGAFAELRKLIPTHPPDKKLSKNEILRLAMKYINFLAKLLNDQEEEGTQRAKTGKDPVVGAGGGGGGGGGGAPPDDLLQDVLSPNSSCGSSLDGAAS.... Result: 0 (no interaction).